The task is: Predict the reactants needed to synthesize the given product.. This data is from Full USPTO retrosynthesis dataset with 1.9M reactions from patents (1976-2016). Given the product [CH3:11][CH:12]1[CH2:16][CH2:15][CH2:14][N:13]1[C:2]1[CH:7]=[CH:6][C:5]([N+:8]([O-:10])=[O:9])=[CH:4][CH:3]=1, predict the reactants needed to synthesize it. The reactants are: F[C:2]1[CH:7]=[CH:6][C:5]([N+:8]([O-:10])=[O:9])=[CH:4][CH:3]=1.[CH3:11][CH:12]1[CH2:16][CH2:15][CH2:14][NH:13]1.C(=O)([O-])[O-].[K+].[K+].[Cl-].[Na+].